This data is from Full USPTO retrosynthesis dataset with 1.9M reactions from patents (1976-2016). The task is: Predict the reactants needed to synthesize the given product. (1) Given the product [C:12]([O:16][C:17]([N:19]1[CH2:24][CH2:23][N:22]([C:5]2[CH:6]=[CH:7][C:2]([Br:1])=[CH:3][C:4]=2[N+:9]([O-:11])=[O:10])[CH2:21][CH2:20]1)=[O:18])([CH3:15])([CH3:13])[CH3:14], predict the reactants needed to synthesize it. The reactants are: [Br:1][C:2]1[CH:7]=[CH:6][C:5](F)=[C:4]([N+:9]([O-:11])=[O:10])[CH:3]=1.[C:12]([O:16][C:17]([N:19]1[CH2:24][CH2:23][NH:22][CH2:21][CH2:20]1)=[O:18])([CH3:15])([CH3:14])[CH3:13].C(=O)([O-])[O-].[Cs+].[Cs+]. (2) Given the product [C:1]([C:3]1[CH:4]=[C:5]([C:9]2[O:13][C:12](=[O:14])[N:11]([C:15]3[CH:24]=[CH:23][C:18]([C:19]([OH:21])=[O:20])=[CH:17][CH:16]=3)[N:10]=2)[CH:6]=[CH:7][CH:8]=1)#[N:2], predict the reactants needed to synthesize it. The reactants are: [C:1]([C:3]1[CH:4]=[C:5]([C:9]2[O:13][C:12](=[O:14])[N:11]([C:15]3[CH:24]=[CH:23][C:18]([C:19]([O:21]C)=[O:20])=[CH:17][CH:16]=3)[N:10]=2)[CH:6]=[CH:7][CH:8]=1)#[N:2].B(Br)(Br)Br. (3) Given the product [CH3:14][C:4]1[CH:3]=[C:2]([O:1][CH2:18][CH2:19][CH2:20][CH:21]([CH3:23])[CH3:22])[C:7]([CH3:8])=[CH:6][C:5]=1[N:9]=[CH:10][N:11]([CH3:12])[CH3:13], predict the reactants needed to synthesize it. The reactants are: [OH:1][C:2]1[C:7]([CH3:8])=[CH:6][C:5]([N:9]=[CH:10][N:11]([CH3:13])[CH3:12])=[C:4]([CH3:14])[CH:3]=1.[H-].[Na+].Br[CH2:18][CH2:19][CH2:20][CH:21]([CH3:23])[CH3:22].C(OCC)C. (4) Given the product [NH2:24][C:21]1[N:22]=[CH:23][C:18]([S:15]([C:12]2[CH:11]=[CH:10][C:9]([C:27]3[N:32]=[CH:31][C:30]([C:33]([OH:42])([C:34]([F:35])([F:36])[F:37])[C:38]([F:41])([F:39])[F:40])=[CH:29][CH:28]=3)=[CH:14][CH:13]=2)(=[O:16])=[O:17])=[CH:19][CH:20]=1, predict the reactants needed to synthesize it. The reactants are: CC1(C)C(C)(C)OB([C:9]2[CH:14]=[CH:13][C:12]([S:15]([C:18]3[CH:19]=[CH:20][C:21]([NH2:24])=[N:22][CH:23]=3)(=[O:17])=[O:16])=[CH:11][CH:10]=2)O1.Cl[C:27]1[N:32]=[CH:31][C:30]([C:33]([OH:42])([C:38]([F:41])([F:40])[F:39])[C:34]([F:37])([F:36])[F:35])=[CH:29][CH:28]=1.C(=O)([O-])[O-].[Cs+].[Cs+].COCCOC. (5) Given the product [C:1]([O:5][C:6]([N:8]1[CH2:16][CH2:15][C:14]2[NH:13][C:12]3[N:17]=[CH:18][C:19]([NH:30][C:25]4[CH:26]=[CH:27][CH:28]=[CH:29][C:24]=4[O:23][CH3:22])=[CH:20][C:11]=3[C:10]=2[CH2:9]1)=[O:7])([CH3:4])([CH3:3])[CH3:2], predict the reactants needed to synthesize it. The reactants are: [C:1]([O:5][C:6]([N:8]1[CH2:16][CH2:15][C:14]2[NH:13][C:12]3[N:17]=[CH:18][C:19](Cl)=[CH:20][C:11]=3[C:10]=2[CH2:9]1)=[O:7])([CH3:4])([CH3:3])[CH3:2].[CH3:22][O:23][C:24]1[C:25]([NH2:30])=[CH:26][CH:27]=[CH:28][CH:29]=1.CC(C1C=C(C(C)C)C(C2C=CC=CC=2P(C2CCCCC2)C2CCCCC2)=C(C(C)C)C=1)C.[OH-].[K+]. (6) Given the product [CH:8]1([N:11]2[C:19]3[C:14](=[C:15]([O:23][CH3:24])[CH:16]=[C:17]([C:20]([N:32]4[CH2:33][CH2:34][C:29]5([CH2:28][C:27](=[O:26])[C:41]6[C:36](=[CH:37][CH:38]=[C:39]([C:42]7[CH:43]=[C:44]([CH:48]=[CH:49][CH:50]=7)[C:45]([OH:47])=[O:46])[CH:40]=6)[O:35]5)[CH2:30][CH2:31]4)=[O:22])[CH:18]=3)[CH:13]=[CH:12]2)[CH2:9][CH2:10]1, predict the reactants needed to synthesize it. The reactants are: C(N(CC)CC)C.[CH:8]1([N:11]2[C:19]3[C:14](=[C:15]([O:23][CH3:24])[CH:16]=[C:17]([C:20]([OH:22])=O)[CH:18]=3)[CH:13]=[CH:12]2)[CH2:10][CH2:9]1.Cl.[O:26]=[C:27]1[C:41]2[C:36](=[CH:37][CH:38]=[C:39]([C:42]3[CH:43]=[C:44]([CH:48]=[CH:49][CH:50]=3)[C:45]([OH:47])=[O:46])[CH:40]=2)[O:35][C:29]2([CH2:34][CH2:33][NH:32][CH2:31][CH2:30]2)[CH2:28]1.Cl. (7) Given the product [Cl:15][C:9]1[CH:10]=[CH:11][CH:12]=[C:13]([Cl:14])[C:8]=1[C:6]([NH:5][C@H:4]([C:3]([OH:36])=[O:2])[CH2:16][C:17]1[CH:18]=[CH:19][C:20]([C:23]2[C:24](=[O:35])[N:25]([CH3:34])[C:26]([C:30]([F:32])([F:33])[F:31])=[CH:27][C:28]=2[CH3:29])=[CH:21][CH:22]=1)=[O:7], predict the reactants needed to synthesize it. The reactants are: C[O:2][C:3](=[O:36])[C@H:4]([CH2:16][C:17]1[CH:22]=[CH:21][C:20]([C:23]2[C:24](=[O:35])[N:25]([CH3:34])[C:26]([C:30]([F:33])([F:32])[F:31])=[CH:27][C:28]=2[CH3:29])=[CH:19][CH:18]=1)[NH:5][C:6]([C:8]1[C:13]([Cl:14])=[CH:12][CH:11]=[CH:10][C:9]=1[Cl:15])=[O:7]. (8) The reactants are: [OH:1][C:2]1[C:3]([O:18][CH3:19])=[C:4]([C:9](=[O:17])[CH2:10][NH:11][C:12]([CH3:16])([CH3:15])[CH2:13][CH3:14])[CH:5]=[CH:6][C:7]=1[OH:8]. Given the product [CH3:16][C:12]([NH:11][CH2:10][CH:9]([C:4]1[C:3]([O:18][CH3:19])=[C:2]([OH:1])[C:7]([OH:8])=[CH:6][CH:5]=1)[OH:17])([CH3:15])[CH2:13][CH3:14], predict the reactants needed to synthesize it.